Dataset: Forward reaction prediction with 1.9M reactions from USPTO patents (1976-2016). Task: Predict the product of the given reaction. Given the reactants C1(P(C2CCCCC2)C2C=CC=CC=2C2C=CC=CC=2)CCCCC1.[N:26]1[CH:31]=[CH:30][CH:29]=[C:28](B(O)O)[CH:27]=1.C(=O)([O-])[O-].[Na+].[Na+].Br[C:42]1[CH:43]=[C:44]2[C:49](=[CH:50][CH:51]=1)[N:48]=[C:47]([CH2:52][CH2:53][N:54]1[CH2:58][CH2:57][CH2:56][C@H:55]1[CH3:59])[CH:46]=[CH:45]2, predict the reaction product. The product is: [CH3:59][C@@H:55]1[CH2:56][CH2:57][CH2:58][N:54]1[CH2:53][CH2:52][C:47]1[CH:46]=[CH:45][C:44]2[C:49](=[CH:50][CH:51]=[C:42]([C:28]3[CH:27]=[N:26][CH:31]=[CH:30][CH:29]=3)[CH:43]=2)[N:48]=1.